From a dataset of Catalyst prediction with 721,799 reactions and 888 catalyst types from USPTO. Predict which catalyst facilitates the given reaction. (1) Reactant: [C:1](=[O:8])([O:5][CH2:6][CH3:7])[O:2][CH2:3]Cl.[C:9]1([C:33]2[CH:38]=[CH:37][CH:36]=[CH:35][CH:34]=2)[CH:14]=[CH:13][C:12]([CH2:15][C@@H:16]([NH:25]C(OC(C)(C)C)=O)[CH2:17][C@:18]([CH2:23][OH:24])([CH3:22])[C:19]([OH:21])=[O:20])=[CH:11][CH:10]=1.CCN(CC)CC. Product: [CH2:6]([O:5][C:1]([O:2][CH2:3][O:21][C:19](=[O:20])[C@@:18]([CH2:23][OH:24])([CH3:22])[CH2:17][C@H:16]([NH2:25])[CH2:15][C:12]1[CH:13]=[CH:14][C:9]([C:33]2[CH:38]=[CH:37][CH:36]=[CH:35][CH:34]=2)=[CH:10][CH:11]=1)=[O:8])[CH3:7]. The catalyst class is: 21. (2) Reactant: [Cl:1][C:2]1[CH:3]=[C:4]2[C:8](=[C:9]([C:12]([OH:14])=O)[C:10]=1[F:11])[NH:7][CH:6]=[CH:5]2.CN(C(ON1N=NC2C=CC=CC1=2)=[N+](C)C)C.[B-](F)(F)(F)F.C(N(CC)C(C)C)(C)C.[C:46]([C:50]1[CH:70]=[CH:69][C:53]([CH2:54][NH:55][CH2:56][CH2:57][C:58]2[CH:63]=[C:62]([C:64]([F:67])([F:66])[F:65])[CH:61]=[C:60]([F:68])[CH:59]=2)=[CH:52][CH:51]=1)([CH3:49])([CH3:48])[CH3:47]. Product: [C:46]([C:50]1[CH:51]=[CH:52][C:53]([CH2:54][N:55]([CH2:56][CH2:57][C:58]2[CH:63]=[C:62]([C:64]([F:67])([F:65])[F:66])[CH:61]=[C:60]([F:68])[CH:59]=2)[C:12]([C:9]2[C:10]([F:11])=[C:2]([Cl:1])[CH:3]=[C:4]3[C:8]=2[NH:7][CH:6]=[CH:5]3)=[O:14])=[CH:69][CH:70]=1)([CH3:49])([CH3:47])[CH3:48]. The catalyst class is: 18. (3) Reactant: [C:1]([C:4]1([NH:10][C:11](=[O:21])[CH2:12][C:13]2[CH:18]=[CH:17][C:16]([O:19][CH3:20])=[CH:15][CH:14]=2)[CH2:9][CH2:8][CH2:7][CH2:6][CH2:5]1)(=O)[CH3:2].Cl[CH2:23]Cl.[H-].[Na+].IC. Product: [CH3:20][O:19][C:16]1[CH:17]=[CH:18][C:13]([C:12]2[C:11](=[O:21])[N:10]([CH3:23])[C:4]3([CH2:9][CH2:8][CH2:7][CH2:6][CH2:5]3)[C:1]=2[CH3:2])=[CH:14][CH:15]=1. The catalyst class is: 47. (4) Reactant: [F:1][C:2]1[CH:3]=[C:4]([CH:7]=[CH:8][CH:9]=1)[CH:5]=[O:6].[C-]#N.[Na+].[C:13]1(/[CH:19]=[CH:20]/[C:21](=[O:23])[CH3:22])[CH:18]=[CH:17][CH:16]=[CH:15][CH:14]=1.O. Product: [F:1][C:2]1[CH:3]=[C:4]([C:5](=[O:6])[CH:19]([C:13]2[CH:18]=[CH:17][CH:16]=[CH:15][CH:14]=2)[CH2:20][C:21](=[O:23])[CH3:22])[CH:7]=[CH:8][CH:9]=1. The catalyst class is: 3. (5) Reactant: [C:1]([O:5][C:6]([N:8]1[CH2:15][CH:14]2[CH:10]([CH2:11][NH:12][CH2:13]2)[CH2:9]1)=[O:7])([CH3:4])([CH3:3])[CH3:2].Br[C:17]1[CH:24]=[CH:23][CH:22]=[CH:21][C:18]=1[C:19]#[N:20].CC1(C)C2C(=C(P(C3C=CC=CC=3)C3C=CC=CC=3)C=CC=2)OC2C(P(C3C=CC=CC=3)C3C=CC=CC=3)=CC=CC1=2.CC(C)([O-])C.[Na+]. Product: [C:1]([O:5][C:6]([N:8]1[CH2:9][CH:10]2[CH:14]([CH2:13][N:12]([C:17]3[CH:24]=[CH:23][CH:22]=[CH:21][C:18]=3[C:19]#[N:20])[CH2:11]2)[CH2:15]1)=[O:7])([CH3:4])([CH3:2])[CH3:3]. The catalyst class is: 62.